Dataset: Catalyst prediction with 721,799 reactions and 888 catalyst types from USPTO. Task: Predict which catalyst facilitates the given reaction. Reactant: [Li+].CC([N-]C(C)C)C.[CH:9]1([C:13]([O:15][CH2:16][CH3:17])=[O:14])[CH2:12][CH2:11][CH2:10]1.[Br:18][C:19]1[CH:26]=[CH:25][C:22]([CH2:23]Br)=[CH:21][CH:20]=1. Product: [Br:18][C:19]1[CH:26]=[CH:25][C:22]([CH2:23][C:9]2([C:13]([O:15][CH2:16][CH3:17])=[O:14])[CH2:12][CH2:11][CH2:10]2)=[CH:21][CH:20]=1. The catalyst class is: 1.